This data is from Forward reaction prediction with 1.9M reactions from USPTO patents (1976-2016). The task is: Predict the product of the given reaction. Given the reactants [CH3:1][C:2]1([C:7]2[S:11][C:10]([CH2:12][N:13]3[CH:17]=[C:16]([NH2:18])[CH:15]=[N:14]3)=[CH:9][CH:8]=2)[O:6]CCO1.[CH3:19][C:20]1[S:21][C:22]([C:28]2[CH:29]=[C:30]([CH3:34])[CH:31]=[CH:32][CH:33]=2)=[C:23]([C:25](O)=[O:26])[N:24]=1, predict the reaction product. The product is: [C:2]([C:7]1[S:11][C:10]([CH2:12][N:13]2[CH:17]=[C:16]([NH:18][C:25]([C:23]3[N:24]=[C:20]([CH3:19])[S:21][C:22]=3[C:28]3[CH:29]=[C:30]([CH3:34])[CH:31]=[CH:32][CH:33]=3)=[O:26])[CH:15]=[N:14]2)=[CH:9][CH:8]=1)(=[O:6])[CH3:1].